Dataset: Forward reaction prediction with 1.9M reactions from USPTO patents (1976-2016). Task: Predict the product of the given reaction. (1) Given the reactants [OH:1][C@@H:2]([CH3:20])[CH2:3][CH2:4][CH2:5][CH2:6][N:7]1[C:16](=[O:17])[C:15]2[N:14]([CH3:18])[CH:13]=[N:12][C:11]=2[N:10]([CH3:19])[C:8]1=[O:9].C(N(CC)CC)C.[CH3:28][S:29](Cl)(=[O:31])=[O:30], predict the reaction product. The product is: [CH3:28][S:29]([O:1][C@@H:2]([CH3:20])[CH2:3][CH2:4][CH2:5][CH2:6][N:7]1[C:16](=[O:17])[C:15]2[N:14]([CH3:18])[CH:13]=[N:12][C:11]=2[N:10]([CH3:19])[C:8]1=[O:9])(=[O:31])=[O:30]. (2) Given the reactants [C:1]([C:3]1[CH:10]=[CH:9][C:6]([CH:7]=[O:8])=[C:5]([F:11])[CH:4]=1)#[CH:2].[BH4-].[Na+], predict the reaction product. The product is: [C:1]([C:3]1[CH:10]=[CH:9][C:6]([CH2:7][OH:8])=[C:5]([F:11])[CH:4]=1)#[CH:2]. (3) Given the reactants [F:1][C:2]1([F:43])[CH2:6][C@H:5]([O:7][C:8]2[CH:13]=[C:12]([F:14])[C:11]([S:15]([N:18](CC3C=CC(OC)=CC=3OC)[C:19]3[CH:24]=[CH:23][N:22]=[CH:21][N:20]=3)(=[O:17])=[O:16])=[C:10]([F:36])[CH:9]=2)[C@@H:4]([C:37]2[N:41]([CH3:42])[N:40]=[CH:39][CH:38]=2)[CH2:3]1.C([SiH](CC)CC)C.FC(F)(F)C(O)=O, predict the reaction product. The product is: [F:43][C:2]1([F:1])[CH2:6][C@H:5]([O:7][C:8]2[CH:13]=[C:12]([F:14])[C:11]([S:15]([NH:18][C:19]3[CH:24]=[CH:23][N:22]=[CH:21][N:20]=3)(=[O:16])=[O:17])=[C:10]([F:36])[CH:9]=2)[C@@H:4]([C:37]2[N:41]([CH3:42])[N:40]=[CH:39][CH:38]=2)[CH2:3]1. (4) Given the reactants C(OC(=O)[NH:7][C:8]([C:11]1[CH:16]=[CH:15][C:14]([C:17]2[CH:22]=[CH:21][C:20]([C@H:23]3[O:27]C(C)(C)[N:25]([C:30](=[O:34])[CH:31]([Cl:33])[Cl:32])[C@@H:24]3[CH2:35][F:36])=[CH:19][CH:18]=2)=[CH:13][CH:12]=1)([CH3:10])[CH3:9])(C)(C)C.C(O)(C(F)(F)F)=O.C([O-])(O)=O.[Na+], predict the reaction product. The product is: [NH2:7][C:8]([C:11]1[CH:16]=[CH:15][C:14]([C:17]2[CH:22]=[CH:21][C:20]([C@@H:23]([OH:27])[C@H:24]([NH:25][C:30](=[O:34])[CH:31]([Cl:33])[Cl:32])[CH2:35][F:36])=[CH:19][CH:18]=2)=[CH:13][CH:12]=1)([CH3:10])[CH3:9]. (5) Given the reactants [C:1]([C:3]1[CH:4]=[C:5]([C:13]2[O:17][N:16]=[C:15]([C:18]3[CH:27]=[CH:26][CH:25]=[C:24]4[C:19]=3[CH2:20][CH2:21][N:22](C(OC(C)(C)C)=O)[CH2:23]4)[N:14]=2)[CH:6]=[CH:7][C:8]=1[O:9][CH:10]([CH3:12])[CH3:11])#[N:2].Cl, predict the reaction product. The product is: [CH3:12][CH:10]([O:9][C:8]1[CH:7]=[CH:6][C:5]([C:13]2[O:17][N:16]=[C:15]([C:18]3[CH:27]=[CH:26][CH:25]=[C:24]4[C:19]=3[CH2:20][CH2:21][NH:22][CH2:23]4)[N:14]=2)=[CH:4][C:3]=1[C:1]#[N:2])[CH3:11].